Dataset: Full USPTO retrosynthesis dataset with 1.9M reactions from patents (1976-2016). Task: Predict the reactants needed to synthesize the given product. (1) The reactants are: [NH2:1][CH2:2][CH2:3]/[CH:4]=[CH:5]/[CH2:6][C:7]([NH:9][C:10]1[CH:15]=[CH:14][CH:13]=[CH:12][C:11]=1[NH:16][C:17](=[O:23])[O:18][C:19]([CH3:22])([CH3:21])[CH3:20])=[O:8].CN(C(ON1N=NC2C=CC=NC1=2)=[N+](C)C)C.F[P-](F)(F)(F)(F)F.CCN(C(C)C)C(C)C.[C:57](O)(=[O:64])[C:58]1[CH:63]=[CH:62][CH:61]=[CH:60][CH:59]=1. Given the product [C:57]([NH:1][CH2:2][CH2:3]/[CH:4]=[CH:5]/[CH2:6][C:7]([NH:9][C:10]1[CH:15]=[CH:14][CH:13]=[CH:12][C:11]=1[NH:16][C:17](=[O:23])[O:18][C:19]([CH3:20])([CH3:22])[CH3:21])=[O:8])(=[O:64])[C:58]1[CH:63]=[CH:62][CH:61]=[CH:60][CH:59]=1, predict the reactants needed to synthesize it. (2) Given the product [Cl:1][C:2]1[CH:3]=[CH:4][C:5]2[NH:11][C:10](=[S:37])[C@@H:9]([CH2:13][C:14]([O:16][CH2:17][CH3:18])=[O:15])[S:8][C@H:7]([C:19]3[CH:24]=[CH:23][CH:22]=[C:21]([F:25])[C:20]=3[F:26])[C:6]=2[CH:27]=1, predict the reactants needed to synthesize it. The reactants are: [Cl:1][C:2]1[CH:3]=[CH:4][C:5]2[NH:11][C:10](=O)[C@@H:9]([CH2:13][C:14]([O:16][CH2:17][CH3:18])=[O:15])[S:8][C@H:7]([C:19]3[CH:24]=[CH:23][CH:22]=[C:21]([F:25])[C:20]=3[F:26])[C:6]=2[CH:27]=1.COC1C=CC(P2(SP(C3C=CC(OC)=CC=3)(=S)S2)=[S:37])=CC=1. (3) Given the product [CH2:1]([O:3][C:4]([C:6]1[C:7]([O:25][C:24]2[CH:23]=[CH:22][CH:21]=[CH:20][C:19]=2[CH3:26])=[N:8][C:9]([C:12]2[CH:17]=[CH:16][N:15]=[CH:14][CH:13]=2)=[N:10][CH:11]=1)=[O:5])[CH3:2], predict the reactants needed to synthesize it. The reactants are: [CH2:1]([O:3][C:4]([C:6]1[C:7](Cl)=[N:8][C:9]([C:12]2[CH:17]=[CH:16][N:15]=[CH:14][CH:13]=2)=[N:10][CH:11]=1)=[O:5])[CH3:2].[C:19]1([CH3:26])[C:24]([OH:25])=[CH:23][CH:22]=[CH:21][CH:20]=1.C([O-])([O-])=O.[Cs+].[Cs+].O.